Dataset: Catalyst prediction with 721,799 reactions and 888 catalyst types from USPTO. Task: Predict which catalyst facilitates the given reaction. (1) The catalyst class is: 5. Reactant: [OH:1][C:2]1[CH:3]=[C:4]([CH:8]=[C:9]([O:11][C:12]([F:15])([F:14])[F:13])[CH:10]=1)[C:5]([OH:7])=[O:6].[Si](Cl)(C)(C)[CH3:17]. Product: [OH:1][C:2]1[CH:3]=[C:4]([CH:8]=[C:9]([O:11][C:12]([F:13])([F:14])[F:15])[CH:10]=1)[C:5]([O:7][CH3:17])=[O:6]. (2) Reactant: [NH2:1][C@H:2]([C:4]1[N:5]([C:19]2[CH:24]=[CH:23][CH:22]=[CH:21][CH:20]=2)[C:6](=[O:18])[C:7]2[C:12]([CH:13]=1)=[CH:11][CH:10]=[CH:9][C:8]=2[C:14]([F:17])([F:16])[F:15])[CH3:3].[Cl:25][C:26]1[C:31]([N+:32]([O-:34])=[O:33])=[C:30](Cl)[CH:29]=[CH:28][N:27]=1.C(N(CC)CC)C. Product: [Cl:25][C:26]1[C:31]([N+:32]([O-:34])=[O:33])=[C:30]([NH:1][C@H:2]([C:4]2[N:5]([C:19]3[CH:20]=[CH:21][CH:22]=[CH:23][CH:24]=3)[C:6](=[O:18])[C:7]3[C:12]([CH:13]=2)=[CH:11][CH:10]=[CH:9][C:8]=3[C:14]([F:15])([F:16])[F:17])[CH3:3])[CH:29]=[CH:28][N:27]=1. The catalyst class is: 14. (3) Reactant: [C:1]([O:5][C:6](=[O:23])[NH:7][C:8]1[CH:13]=[C:12]([O:14][CH3:15])[C:11]([C:16]([F:19])([F:18])[F:17])=[CH:10][C:9]=1[N+:20]([O-])=O)([CH3:4])([CH3:3])[CH3:2]. Product: [C:1]([O:5][C:6](=[O:23])[NH:7][C:8]1[CH:13]=[C:12]([O:14][CH3:15])[C:11]([C:16]([F:19])([F:18])[F:17])=[CH:10][C:9]=1[NH2:20])([CH3:4])([CH3:2])[CH3:3]. The catalyst class is: 45. (4) Reactant: C(N1C=CN=C1)(N1C=CN=C1)=O.[O:13]=[C:14]1[C:26]2[CH:25]=[C:24]([C:27]([OH:29])=O)[CH:23]=[CH:22][C:21]=2[C:20]2[C:15]1=[CH:16][CH:17]=[CH:18][CH:19]=2.[H-].[Na+].Cl.[NH2:33][C:34]([NH2:36])=[NH:35]. Product: [NH2:35][C:34]([NH2:36])=[N:33][C:27]([C:24]1[CH:23]=[CH:22][C:21]2[C:20]3[C:15](=[CH:16][CH:17]=[CH:18][CH:19]=3)[C:14](=[O:13])[C:26]=2[CH:25]=1)=[O:29]. The catalyst class is: 9. (5) Reactant: C(N(CC)C(C)C)(C)C.O[C@H:11]1[CH2:15][CH2:14][NH:13][C:12]1=[O:16].FC(F)(F)S(OS(C(F)(F)F)(=O)=O)(=O)=O.[Cl:32][C:33]1[CH:34]=[C:35]2[C:40](=[CH:41][CH:42]=1)[NH:39][CH2:38][CH2:37][CH2:36]2. Product: [Cl:32][C:33]1[CH:34]=[C:35]2[C:40](=[CH:41][CH:42]=1)[N:39]([C@@H:11]1[CH2:15][CH2:14][NH:13][C:12]1=[O:16])[CH2:38][CH2:37][CH2:36]2. The catalyst class is: 2. (6) Reactant: [F:1][C:2]1[CH:7]=[CH:6][CH:5]=[C:4]([F:8])[C:3]=1[CH:9]([C:11]1[CH:16]=[CH:15][C:14]([OH:17])=[C:13]([O:18][CH3:19])[CH:12]=1)O.[SiH](CC)(CC)CC.B(F)(F)F.CCOCC. Product: [F:1][C:2]1[CH:7]=[CH:6][CH:5]=[C:4]([F:8])[C:3]=1[CH2:9][C:11]1[CH:16]=[CH:15][C:14]([OH:17])=[C:13]([O:18][CH3:19])[CH:12]=1. The catalyst class is: 2. (7) Reactant: C([N:8]1[CH2:13][CH2:12][N:11]([CH:14]([CH2:19][C:20]([O:22][CH3:23])=[O:21])[C:15]([O:17][CH3:18])=[O:16])[CH2:10][CH2:9]1)C1C=CC=CC=1.[H][H].[ClH:26]. Product: [ClH:26].[ClH:26].[N:11]1([CH:14]([CH2:19][C:20]([O:22][CH3:23])=[O:21])[C:15]([O:17][CH3:18])=[O:16])[CH2:12][CH2:13][NH:8][CH2:9][CH2:10]1. The catalyst class is: 19.